From a dataset of Forward reaction prediction with 1.9M reactions from USPTO patents (1976-2016). Predict the product of the given reaction. Given the reactants C[O:2][CH:3]=[C:4]1[CH2:9][CH2:8][CH:7]([C:10]2[CH:15]=[CH:14][CH:13]=[CH:12][CH:11]=2)[CH2:6][CH2:5]1.Cl.O.C(OCC)(=O)C, predict the reaction product. The product is: [C:10]1([CH:7]2[CH2:8][CH2:9][CH:4]([CH:3]=[O:2])[CH2:5][CH2:6]2)[CH:15]=[CH:14][CH:13]=[CH:12][CH:11]=1.